Task: Predict the product of the given reaction.. Dataset: Forward reaction prediction with 1.9M reactions from USPTO patents (1976-2016) (1) The product is: [Cl:30][C:24]1[C:25]([Cl:29])=[CH:26][CH:27]=[CH:28][C:23]=1[S:20]([CH2:19][NH:18][CH2:17][CH2:16][CH2:15][N:13]([CH3:14])[C:11](=[O:12])[CH2:10][CH2:9][C:6]1[CH:5]=[CH:4][C:3]([C:1]2[NH:34][CH2:33][CH2:32][N:2]=2)=[CH:8][CH:7]=1)(=[O:22])=[O:21]. Given the reactants [C:1]([C:3]1[CH:8]=[CH:7][C:6]([CH2:9][CH2:10][C:11]([N:13]([CH2:15][CH2:16][CH2:17][NH:18][CH2:19][S:20]([C:23]2[CH:28]=[CH:27][CH:26]=[C:25]([Cl:29])[C:24]=2[Cl:30])(=[O:22])=[O:21])[CH3:14])=[O:12])=[CH:5][CH:4]=1)#[N:2].[S].[CH2:32](N)[CH2:33][NH2:34], predict the reaction product. (2) Given the reactants [F:1][C:2]1[CH:9]=[C:8]([NH:10][C:11]2[CH:16]=[C:15]([O:17][CH:18]3[CH2:23][CH2:22][NH:21][CH2:20][CH2:19]3)[N:14]=[CH:13][N:12]=2)[C:7]([F:24])=[CH:6][C:3]=1[C:4]#[N:5].Cl[C:26]([O:28][CH:29]([CH3:31])[CH3:30])=[O:27], predict the reaction product. The product is: [CH:29]([O:28][C:26]([N:21]1[CH2:22][CH2:23][CH:18]([O:17][C:15]2[CH:16]=[C:11]([NH:10][C:8]3[CH:9]=[C:2]([F:1])[C:3]([C:4]#[N:5])=[CH:6][C:7]=3[F:24])[N:12]=[CH:13][N:14]=2)[CH2:19][CH2:20]1)=[O:27])([CH3:31])[CH3:30]. (3) Given the reactants [CH3:1][N:2]([C:37]1[CH:42]=[CH:41][CH:40]=[CH:39][CH:38]=1)[NH:3][C:4]([C:6]1[S:36][C:9]2[N:10](C(OC(C)(C)C)=O)[N:11]=[C:12]([NH:13][C:14](=[O:28])[C:15]3[CH:20]=[CH:19][CH:18]=[C:17]([CH2:21][N:22]4[CH2:27][CH2:26][O:25][CH2:24][CH2:23]4)[CH:16]=3)[C:8]=2[CH:7]=1)=[O:5].ClC1C=CC(N(C)NC(C2SC3N(C(OC(C)(C)C)=O)N=C(NC(=O)C4C=CC=C(CN5CCOCC5)C=4)C=3C=2)=O)=CC=1, predict the reaction product. The product is: [CH3:1][N:2]([C:37]1[CH:42]=[CH:41][CH:40]=[CH:39][CH:38]=1)[NH:3][C:4]([C:6]1[S:36][C:9]2[NH:10][N:11]=[C:12]([NH:13][C:14](=[O:28])[C:15]3[CH:20]=[CH:19][CH:18]=[C:17]([CH2:21][N:22]4[CH2:27][CH2:26][O:25][CH2:24][CH2:23]4)[CH:16]=3)[C:8]=2[CH:7]=1)=[O:5]. (4) Given the reactants Br[CH2:2][C:3]([C:5]1[CH:14]=[CH:13][C:12]2[C:7](=[CH:8][CH:9]=[C:10]([Br:15])[CH:11]=2)[CH:6]=1)=[O:4].[C:16]([O:20][C:21]([N:23]1[CH2:27][C:26]([F:29])([F:28])[CH2:25][CH:24]1[C:30]([OH:32])=[O:31])=[O:22])([CH3:19])([CH3:18])[CH3:17].CCN(CC)CC, predict the reaction product. The product is: [C:16]([O:20][C:21]([N:23]1[CH2:27][C:26]([F:28])([F:29])[CH2:25][CH:24]1[C:30]([O:32][CH2:2][C:3]([C:5]1[CH:14]=[CH:13][C:12]2[C:7](=[CH:8][CH:9]=[C:10]([Br:15])[CH:11]=2)[CH:6]=1)=[O:4])=[O:31])=[O:22])([CH3:19])([CH3:17])[CH3:18]. (5) Given the reactants [CH2:1]([O:8][C:9]1[C:17]2[N:16]=[C:15]([CH3:18])[N:14]([CH2:19][O:20][CH3:21])[C:13]=2[CH:12]=[CH:11][C:10]=1Br)[C:2]1[CH:7]=[CH:6][CH:5]=[CH:4][CH:3]=1.C1(P(C2C=CC=CC=2)C2C=CC=CC=2)C=CC=CC=1.[CH3:42][NH:43][CH3:44].[C:45](=[O:47])=O, predict the reaction product. The product is: [CH3:42][N:43]([CH3:44])[C:45]([C:11]1[CH:10]=[C:9]([O:8][CH2:1][C:2]2[CH:7]=[CH:6][CH:5]=[CH:4][CH:3]=2)[C:17]2[N:16]=[C:15]([CH3:18])[N:14]([CH2:19][O:20][CH3:21])[C:13]=2[CH:12]=1)=[O:47]. (6) Given the reactants [C:1]([C:4]1[N:5]=[C:6]([CH:9]([CH2:15][C:16]2[CH:21]=[CH:20][C:19]([O:22][CH2:23][CH2:24][C:25]3[CH:30]=[CH:29][CH:28]=[C:27]([NH:31][CH3:32])[N:26]=3)=[CH:18][CH:17]=2)[CH2:10][C:11]([O:13][CH3:14])=[O:12])[O:7][CH:8]=1)([OH:3])=O.Cl.[CH3:34][NH:35][CH3:36].C1C=CC2N(O)N=NC=2C=1.CCN(CC)CC.C(Cl)CCl, predict the reaction product. The product is: [CH3:34][N:35]([CH3:36])[C:1]([C:4]1[N:5]=[C:6]([CH:9]([CH2:15][C:16]2[CH:17]=[CH:18][C:19]([O:22][CH2:23][CH2:24][C:25]3[CH:30]=[CH:29][CH:28]=[C:27]([NH:31][CH3:32])[N:26]=3)=[CH:20][CH:21]=2)[CH2:10][C:11]([O:13][CH3:14])=[O:12])[O:7][CH:8]=1)=[O:3]. (7) The product is: [NH2:39][C:36]1[S:37][CH:38]=[C:34]([CH2:33][NH:32][C:3](=[O:4])[CH:2]([OH:1])[C:6]2[CH:11]=[CH:10][C:9]([C:12]3[N:16]=[C:15]([C:17]4[O:21][N:20]=[C:19]([C:22]5[CH:23]=[CH:24][CH:25]=[CH:26][CH:27]=5)[C:18]=4[C:28]([F:29])([F:30])[F:31])[O:14][N:13]=3)=[CH:8][CH:7]=2)[N:35]=1.[C:74]([OH:75])([C:28]([F:31])([F:30])[F:29])=[O:44]. Given the reactants [OH:1][CH:2]([C:6]1[CH:11]=[CH:10][C:9]([C:12]2[N:16]=[C:15]([C:17]3[O:21][N:20]=[C:19]([C:22]4[CH:27]=[CH:26][CH:25]=[CH:24][CH:23]=4)[C:18]=3[C:28]([F:31])([F:30])[F:29])[O:14][N:13]=2)=[CH:8][CH:7]=1)[C:3](O)=[O:4].[NH2:32][CH2:33][C:34]1[N:35]=[C:36]([NH2:39])[S:37][CH:38]=1.CN1CC[O:44]CC1.CN(C(ON1N=NC2C=CC=NC1=2)=[N+](C)C)C.F[P-](F)(F)(F)(F)F.CN([CH:74]=[O:75])C, predict the reaction product. (8) The product is: [CH:1]1([CH2:6][CH:7]([C:8]2[NH:10][C:11]([C:15](=[O:14])[CH:16]([CH3:18])[CH3:17])=[CH:12][N:13]=2)[C:19]2[CH:24]=[CH:23][C:22]([S:25]([CH3:28])(=[O:27])=[O:26])=[CH:21][CH:20]=2)[CH2:5][CH2:4][CH2:3][CH2:2]1. Given the reactants [CH:1]1([CH2:6][CH:7]([C:19]2[CH:24]=[CH:23][C:22]([S:25]([CH3:28])(=[O:27])=[O:26])=[CH:21][CH:20]=2)[C:8]([NH:10][C:11]2[CH:12]=[N:13][O:14][C:15]=2[CH:16]([CH3:18])[CH3:17])=O)[CH2:5][CH2:4][CH2:3][CH2:2]1, predict the reaction product. (9) Given the reactants [C:1]([C:3]1[CH:4]=[N:5][N:6]2[C:11](=[O:12])[C:10]([CH2:13][CH3:14])=[C:9]([C:15]([OH:17])=O)[NH:8][C:7]=12)#[N:2].Cl.CN.C1C[N:24]([P+](ON2N=NC3C=CC=CC2=3)(N2CCCC2)N2CCCC2)[CH2:23]C1.F[P-](F)(F)(F)(F)F.C1C=CC2N(O)N=NC=2C=1.CCN(C(C)C)C(C)C, predict the reaction product. The product is: [C:1]([C:3]1[CH:4]=[N:5][N:6]2[C:11](=[O:12])[C:10]([CH2:13][CH3:14])=[C:9]([C:15]([NH:24][CH3:23])=[O:17])[NH:8][C:7]=12)#[N:2]. (10) Given the reactants [Cl:1][C:2]1[CH:7]=[CH:6][CH:5]=[CH:4][C:3]=1[C:8]1[C:16]2[O:15][CH:14]([CH2:17]OS(C3C=CC(C)=CC=3)(=O)=O)[CH2:13][C:12]=2[CH:11]=[C:10]([C:29]2[CH:34]=[CH:33][CH:32]=[CH:31][CH:30]=2)[CH:9]=1.[CH3:35][NH2:36], predict the reaction product. The product is: [Cl:1][C:2]1[CH:7]=[CH:6][CH:5]=[CH:4][C:3]=1[C:8]1[C:16]2[O:15][CH:14]([CH2:17][NH:36][CH3:35])[CH2:13][C:12]=2[CH:11]=[C:10]([C:29]2[CH:34]=[CH:33][CH:32]=[CH:31][CH:30]=2)[CH:9]=1.